This data is from Forward reaction prediction with 1.9M reactions from USPTO patents (1976-2016). The task is: Predict the product of the given reaction. (1) Given the reactants [CH3:1][NH:2][C:3]([C:5]1[CH:10]=[C:9]([O:11][C:12]2[CH:23]=[CH:22][C:15]3[N:16]=[C:17](S(C)=O)[S:18][C:14]=3[CH:13]=2)[CH:8]=[CH:7][N:6]=1)=[O:4].Cl.[NH2:25][C@H:26]1[CH2:31][CH2:30][CH2:29][CH2:28][C@@H:27]1[OH:32].C(N(C(C)C)CC)(C)C, predict the reaction product. The product is: [OH:32][C@H:27]1[CH2:28][CH2:29][CH2:30][CH2:31][C@@H:26]1[NH:25][C:17]1[S:18][C:14]2[CH:13]=[C:12]([O:11][C:9]3[CH:8]=[CH:7][N:6]=[C:5]([C:3]([NH:2][CH3:1])=[O:4])[CH:10]=3)[CH:23]=[CH:22][C:15]=2[N:16]=1. (2) Given the reactants [CH2:1]([O:8][C:9]1[C:10]([C:32]([N:34]([CH2:38][CH2:39][O:40][Si](C(C)(C)C)(C)C)[CH:35]([CH3:37])[CH3:36])=[O:33])=[N:11][C:12]([CH2:16][C:17]2([C:22]3[CH:27]=[CH:26][CH:25]=[C:24]([C:28]([F:31])([F:30])[F:29])[CH:23]=3)[CH2:21][CH2:20][CH2:19][CH2:18]2)=[N:13][C:14]=1[OH:15])[C:2]1[CH:7]=[CH:6][CH:5]=[CH:4][CH:3]=1.OCCN(C(C)C)C(C1C(OCC2C=CC=CC=2)=C(O)N=C(CC2(C3C=CC(C(F)(F)F)=CC=3)CCCC2)N=1)=O, predict the reaction product. The product is: [CH2:1]([O:8][C:9]1[C:10]([C:32]([N:34]([CH2:38][CH2:39][OH:40])[CH:35]([CH3:37])[CH3:36])=[O:33])=[N:11][C:12]([CH2:16][C:17]2([C:22]3[CH:27]=[CH:26][CH:25]=[C:24]([C:28]([F:31])([F:29])[F:30])[CH:23]=3)[CH2:21][CH2:20][CH2:19][CH2:18]2)=[N:13][C:14]=1[OH:15])[C:2]1[CH:3]=[CH:4][CH:5]=[CH:6][CH:7]=1. (3) Given the reactants [F:1][C:2]([F:17])([C:13]([F:16])([F:15])[F:14])[CH2:3][CH2:4][C:5](=[O:12])[CH2:6][C:7]([O:9][CH2:10][CH3:11])=[O:8].[O-]CCCC.I[CH2:24][CH2:25][CH2:26][CH2:27][CH2:28][CH2:29][CH:30]=[CH2:31], predict the reaction product. The product is: [F:1][C:2]([F:17])([C:13]([F:14])([F:15])[F:16])[CH2:3][CH2:4][C:5]([CH:6]([CH2:31][CH2:30][CH2:29][CH2:28][CH2:27][CH2:26][CH:25]=[CH2:24])[C:7]([O:9][CH2:10][CH3:11])=[O:8])=[O:12]. (4) Given the reactants CC1C(C)=C(C)C(C)=C(C)C=1C.O.C(N(CC)CC)C.[CH:21](=[O:28])[C:22]1[CH:27]=[CH:26][CH:25]=[CH:24][CH:23]=1.[CH:29]([CH:31]1[CH2:33][O:32]1)=[CH2:30], predict the reaction product. The product is: [C:22]1([CH:21]([OH:28])[CH2:30][CH:29]=[CH:31][CH2:33][OH:32])[CH:27]=[CH:26][CH:25]=[CH:24][CH:23]=1. (5) Given the reactants [CH3:1][O:2][C:3]1[CH:4]=[CH:5][C:6]([CH2:11][CH2:12][NH2:13])=[N:7][C:8]=1[O:9][CH3:10].[F:14][C:15]([F:28])([F:27])[C:16]1[CH:26]=[CH:25][C:19]([CH2:20][CH2:21][C:22](O)=[O:23])=[CH:18][CH:17]=1.C(Cl)CCl, predict the reaction product. The product is: [CH3:1][O:2][C:3]1[CH:4]=[CH:5][C:6]([CH2:11][CH2:12][NH:13][C:22](=[O:23])[CH2:21][CH2:20][C:19]2[CH:18]=[CH:17][C:16]([C:15]([F:27])([F:28])[F:14])=[CH:26][CH:25]=2)=[N:7][C:8]=1[O:9][CH3:10].